Dataset: Reaction yield outcomes from USPTO patents with 853,638 reactions. Task: Predict the reaction yield, written as a fraction of the theoretical maximum amount of product (1.0 means a 100% yield; for example, 0.34 means a 34% yield). (1) The reactants are [NH2:1][CH2:2][CH2:3][C:4]([N:6]1[CH2:11][CH2:10][N:9]([C:12]2[C:17]([C:18]3[CH:23]=[CH:22][CH:21]=[CH:20][CH:19]=3)=[CH:16][N:15]=[C:14]3[NH:24][CH:25]=[C:26]([NH:27][C:28](=[O:35])[C:29]4[CH:34]=[CH:33][CH:32]=[N:31][CH:30]=4)[C:13]=23)[CH2:8][CH2:7]1)=[O:5].[CH3:36][C:37]([CH3:39])=O.CCN(C(C)C)C(C)C.[BH-](OC(C)=O)(OC(C)=O)OC(C)=O.[Na+].C([O-])([O-])=O.[Na+].[Na+].Cl. The catalyst is C(Cl)Cl.CCOCC.CO.CN(C=O)C.ClCCCl. The product is [CH:37]([NH:1][CH2:2][CH2:3][C:4]([N:6]1[CH2:11][CH2:10][N:9]([C:12]2[C:17]([C:18]3[CH:19]=[CH:20][CH:21]=[CH:22][CH:23]=3)=[CH:16][N:15]=[C:14]3[NH:24][CH:25]=[C:26]([NH:27][C:28](=[O:35])[C:29]4[CH:34]=[CH:33][CH:32]=[N:31][CH:30]=4)[C:13]=23)[CH2:8][CH2:7]1)=[O:5])([CH3:39])[CH3:36]. The yield is 0.0620. (2) The reactants are Br[C:2]1[C:7]2[S:8][C:9]([C:11]3[C:16]([F:17])=[CH:15][CH:14]=[CH:13][C:12]=3[Cl:18])=[N:10][C:6]=2[CH:5]=[CH:4][N:3]=1.[CH3:19][C:20]1[N:25]=[C:24]([NH2:26])[CH:23]=[C:22]([N:27]2[CH2:32][CH2:31][O:30][CH2:29][CH2:28]2)[N:21]=1.CC1(C)C2C(=C(P(C3C=CC=CC=3)C3C=CC=CC=3)C=CC=2)OC2C(P(C3C=CC=CC=3)C3C=CC=CC=3)=CC=CC1=2.C([O-])([O-])=O.[Cs+].[Cs+]. The catalyst is O1CCOCC1.C1C=CC(/C=C/C(/C=C/C2C=CC=CC=2)=O)=CC=1.C1C=CC(/C=C/C(/C=C/C2C=CC=CC=2)=O)=CC=1.C1C=CC(/C=C/C(/C=C/C2C=CC=CC=2)=O)=CC=1.[Pd].[Pd]. The product is [Cl:18][C:12]1[CH:13]=[CH:14][CH:15]=[C:16]([F:17])[C:11]=1[C:9]1[S:8][C:7]2[C:2]([NH:26][C:24]3[CH:23]=[C:22]([N:27]4[CH2:32][CH2:31][O:30][CH2:29][CH2:28]4)[N:21]=[C:20]([CH3:19])[N:25]=3)=[N:3][CH:4]=[CH:5][C:6]=2[N:10]=1. The yield is 0.240. (3) The reactants are [CH3:1][N:2]1[CH2:7][CH2:6][O:5][C@@H:4]([CH2:8][OH:9])[CH2:3]1.[H-].[Na+].[C:12]1([N:18]2[CH2:23][CH2:22][N:21]([C:24](OC3C=CC([N+]([O-])=O)=CC=3)=[O:25])[CH2:20][CH2:19]2)[CH:17]=[CH:16][CH:15]=[CH:14][CH:13]=1. The catalyst is C1COCC1. The product is [C:12]1([N:18]2[CH2:19][CH2:20][N:21]([C:24]([O:9][CH2:8][C@@H:4]3[O:5][CH2:6][CH2:7][N:2]([CH3:1])[CH2:3]3)=[O:25])[CH2:22][CH2:23]2)[CH:13]=[CH:14][CH:15]=[CH:16][CH:17]=1. The yield is 0.720.